From a dataset of Full USPTO retrosynthesis dataset with 1.9M reactions from patents (1976-2016). Predict the reactants needed to synthesize the given product. Given the product [C:1]([C:5]1[N:6]=[C:7]([N:15]2[CH2:20][CH2:19][N:18]([CH2:21][C@H:22]([CH3:33])[CH2:23][O:24][C:25]3[CH:30]=[CH:29][N:28]=[C:27]([OH:37])[N:26]=3)[CH2:17][CH2:16]2)[CH:8]=[C:9]([CH:11]2[CH2:14][CH2:13][CH2:12]2)[N:10]=1)([CH3:4])([CH3:3])[CH3:2], predict the reactants needed to synthesize it. The reactants are: [C:1]([C:5]1[N:10]=[C:9]([CH:11]2[CH2:14][CH2:13][CH2:12]2)[CH:8]=[C:7]([N:15]2[CH2:20][CH2:19][N:18]([CH2:21][C@H:22]([CH3:33])[CH2:23][O:24][C:25]3[CH:30]=[CH:29][N:28]=[C:27](SC)[N:26]=3)[CH2:17][CH2:16]2)[N:6]=1)([CH3:4])([CH3:3])[CH3:2].OO.C(=O)(O)[O-:37].[Na+].